This data is from Forward reaction prediction with 1.9M reactions from USPTO patents (1976-2016). The task is: Predict the product of the given reaction. (1) The product is: [CH3:29][O:28][C:26]1[CH:25]=[C:24]([CH2:30][O:31][C:32]2[CH:33]=[C:34]([NH:37][C:13](=[O:15])[C:12]3[CH:11]=[CH:10][C:9]([N:4]4[CH2:5][CH2:6][N:7]([CH3:8])[CH:2]([CH3:1])[CH2:3]4)=[CH:19][CH:18]=3)[NH:35][N:36]=2)[CH:23]=[C:22]([O:21][CH3:20])[CH:27]=1. Given the reactants [CH3:1][CH:2]1[N:7]([CH3:8])[CH2:6][CH2:5][N:4]([C:9]2[CH:19]=[CH:18][C:12]([C:13]([O:15]CC)=O)=[CH:11][CH:10]=2)[CH2:3]1.[CH3:20][O:21][C:22]1[CH:23]=[C:24]([CH2:30][O:31][C:32]2[CH:33]=[C:34]([NH2:37])[NH:35][N:36]=2)[CH:25]=[C:26]([O:28][CH3:29])[CH:27]=1.C[Al](C)C.C1(C)C=CC=CC=1, predict the reaction product. (2) Given the reactants [CH:1]([N:4](CC)[CH:5](C)C)(C)C.[C:10]([O:14][C:15]([NH:17][C@@H:18]([CH:22]([CH3:24])[CH3:23])[C:19](O)=[O:20])=[O:16])([CH3:13])([CH3:12])[CH3:11].Cl.CN(C)CCCN=C=NCC.CNC, predict the reaction product. The product is: [CH3:1][N:4]([CH3:5])[C:19]([C@@H:18]([NH:17][C:15](=[O:16])[O:14][C:10]([CH3:13])([CH3:12])[CH3:11])[CH:22]([CH3:24])[CH3:23])=[O:20]. (3) Given the reactants [Cl:1][C:2]1[CH:16]=[CH:15][C:5]([CH2:6][S:7][C:8]2[C:9]([CH3:14])=[N:10][NH:11][C:12]=2[CH3:13])=[CH:4][CH:3]=1.[H-].[Na+].Br[C:20]1[N:25]=[C:24]([C:26]2[CH:31]=[CH:30][CH:29]=[CH:28][N:27]=2)[CH:23]=[CH:22][CH:21]=1.O, predict the reaction product. The product is: [Cl:1][C:2]1[CH:16]=[CH:15][C:5]([CH2:6][S:7][C:8]2[C:12]([CH3:13])=[N:11][N:10]([C:28]3[N:27]=[C:26]([C:24]4[CH:23]=[CH:22][CH:21]=[CH:20][N:25]=4)[CH:31]=[CH:30][CH:29]=3)[C:9]=2[CH3:14])=[CH:4][CH:3]=1.